Dataset: Reaction yield outcomes from USPTO patents with 853,638 reactions. Task: Predict the reaction yield, written as a fraction of the theoretical maximum amount of product (1.0 means a 100% yield; for example, 0.34 means a 34% yield). The reactants are Cl[C:2]1[C:3]2[CH:11]=[C:10]([CH3:12])[O:9][C:4]=2[N:5]=[C:6]([CH3:8])[N:7]=1.[CH3:13][O:14][C:15]1[CH:16]=[C:17]2[C:22](=[CH:23][CH:24]=1)[NH:21][CH2:20][CH2:19][CH2:18]2. The catalyst is Cl.C(O)CCC. The product is [CH3:13][O:14][C:15]1[CH:16]=[C:17]2[C:22](=[CH:23][CH:24]=1)[N:21]([C:2]1[C:3]3[CH:11]=[C:10]([CH3:12])[O:9][C:4]=3[N:5]=[C:6]([CH3:8])[N:7]=1)[CH2:20][CH2:19][CH2:18]2. The yield is 0.480.